This data is from Full USPTO retrosynthesis dataset with 1.9M reactions from patents (1976-2016). The task is: Predict the reactants needed to synthesize the given product. Given the product [F:18][C:10]([F:19])([C:11]1[CH:12]=[CH:13][C:14]([CH3:17])=[CH:15][CH:16]=1)[CH2:9][NH:8][C@H:5]1[CH2:6][CH2:7][C@H:3]([NH2:2])[CH2:4]1, predict the reactants needed to synthesize it. The reactants are: B.[NH2:2][C@H:3]1[CH2:7][CH2:6][C@H:5]([NH:8][C:9](=O)[C:10]([F:19])([F:18])[C:11]2[CH:16]=[CH:15][C:14]([CH3:17])=[CH:13][CH:12]=2)[CH2:4]1.Cl.C(=O)([O-])[O-].[Na+].[Na+].